From a dataset of Full USPTO retrosynthesis dataset with 1.9M reactions from patents (1976-2016). Predict the reactants needed to synthesize the given product. (1) Given the product [OH:1][CH2:2][CH2:3][CH2:4][CH2:5][CH2:6][C:7]1[CH:8]=[CH:9][C:10]([NH:13][C:14]([C:16]2[CH:17]=[C:18]([S:22]([C:25]3[CH:26]=[C:27]4[C:32](=[C:33]([CH3:35])[CH:34]=3)[N:31]=[CH:30][C:29]([C:36]([NH2:38])=[O:37])=[C:28]4[NH:39][C:40]3[CH:45]=[CH:44][CH:43]=[C:42]([O:46][CH3:47])[CH:41]=3)(=[O:23])=[O:24])[CH:19]=[CH:20][CH:21]=2)=[O:15])=[CH:11][CH:12]=1, predict the reactants needed to synthesize it. The reactants are: [OH:1][CH2:2][CH2:3][CH2:4][C:5]#[C:6][C:7]1[CH:12]=[CH:11][C:10]([NH:13][C:14]([C:16]2[CH:17]=[C:18]([S:22]([C:25]3[CH:26]=[C:27]4[C:32](=[C:33]([CH3:35])[CH:34]=3)[N:31]=[CH:30][C:29]([C:36]([NH2:38])=[O:37])=[C:28]4[NH:39][C:40]3[CH:45]=[CH:44][CH:43]=[C:42]([O:46][CH3:47])[CH:41]=3)(=[O:24])=[O:23])[CH:19]=[CH:20][CH:21]=2)=[O:15])=[CH:9][CH:8]=1. (2) Given the product [C:12]([O:15][CH:16]1[CH:21]([N:22]([CH3:23])[CH3:24])[CH2:20][CH:19]([CH3:25])[O:18][CH:17]1[O:11][CH2:1][CH2:2][C:3]#[C:4][CH2:5][CH2:6][CH2:7][CH2:8][CH2:9][CH3:10])(=[O:14])[CH3:13], predict the reactants needed to synthesize it. The reactants are: [CH2:1]([OH:11])[CH2:2][C:3]#[C:4][CH2:5][CH2:6][CH2:7][CH2:8][CH2:9][CH3:10].[C:12]([O:15][CH:16]1[CH:21]([N:22]([CH3:24])[CH3:23])[CH2:20][CH:19]([CH3:25])[O:18][CH:17]1F)(=[O:14])[CH3:13].B(F)(F)F.CCOCC. (3) The reactants are: C([Li])CCC.Br[C:7]1[CH:34]=[CH:33][C:10]([CH2:11][O:12][C:13]2[CH:14]=[N:15][C:16]([N:19]3[CH2:24][CH2:23][N:22]([C:25]([O:27][C:28]([CH3:31])([CH3:30])[CH3:29])=[O:26])[CH2:21][C@H:20]3[CH3:32])=[N:17][CH:18]=2)=[C:9]([F:35])[CH:8]=1.C[CH2:37][O:38]CC.CN(C)C=O. Given the product [F:35][C:9]1[CH:8]=[C:7]([CH:37]=[O:38])[CH:34]=[CH:33][C:10]=1[CH2:11][O:12][C:13]1[CH:14]=[N:15][C:16]([N:19]2[CH2:24][CH2:23][N:22]([C:25]([O:27][C:28]([CH3:31])([CH3:30])[CH3:29])=[O:26])[CH2:21][C@H:20]2[CH3:32])=[N:17][CH:18]=1, predict the reactants needed to synthesize it. (4) The reactants are: Cl[C:2]1[C:11]([CH3:12])=[C:10]([Cl:13])[C:9]2[C:4](=[CH:5][C:6]([F:15])=[CH:7][C:8]=2[F:14])[N:3]=1.[CH3:16][C:17]1[CH:22]=[C:21]([C:23]([F:26])([F:25])[F:24])[CH:20]=[CH:19][C:18]=1B(O)O.C(=O)([O-])[O-].[K+].[K+]. Given the product [Cl:13][C:10]1[C:9]2[C:4](=[CH:5][C:6]([F:15])=[CH:7][C:8]=2[F:14])[N:3]=[C:2]([C:18]2[CH:19]=[CH:20][C:21]([C:23]([F:24])([F:26])[F:25])=[CH:22][C:17]=2[CH3:16])[C:11]=1[CH3:12], predict the reactants needed to synthesize it. (5) Given the product [N:1]1[CH:23]=[CH:24][N:7]2[C:2]=1[CH:3]=[C:4]([C:8]1[CH:9]=[C:10]([CH:15]=[CH:16][CH:17]=1)[C:11]([NH:13][CH3:14])=[O:12])[CH:5]=[N:6]2, predict the reactants needed to synthesize it. The reactants are: [NH2:1][CH:2]1[NH:7][N:6]=[CH:5][C:4]([C:8]2[CH:9]=[C:10]([CH:15]=[CH:16][CH:17]=2)[C:11]([NH:13][CH3:14])=[O:12])=[CH:3]1.C([O-])(O)=O.[Na+].[CH3:23][CH2:24]O. (6) Given the product [O:21]1[C:25]2[CH:26]=[CH:27][CH:28]=[CH:29][C:24]=2[C:23]([NH:30][C:31]([N:33]2[CH2:38][CH2:37][N:36]([C:2]3[S:6][N:5]=[C:4]([C:7]4[CH:12]=[CH:11][C:10]([Cl:13])=[CH:9][CH:8]=4)[N:3]=3)[CH2:35][CH2:34]2)=[O:32])=[N:22]1, predict the reactants needed to synthesize it. The reactants are: Cl[C:2]1[S:6][N:5]=[C:4]([C:7]2[CH:12]=[CH:11][C:10]([Cl:13])=[CH:9][CH:8]=2)[N:3]=1.FC(F)(F)C(O)=O.[O:21]1[C:25]2[CH:26]=[CH:27][CH:28]=[CH:29][C:24]=2[C:23]([NH:30][C:31]([N:33]2[CH2:38][CH2:37][NH:36][CH2:35][CH2:34]2)=[O:32])=[N:22]1.C(N(CC)CC)C.O. (7) Given the product [CH:15]1([C:16]([O:18][CH2:19][CH3:20])=[O:17])[C:12]2([CH2:13][CH2:14][O:9][CH2:10][CH2:11]2)[CH2:4]1, predict the reactants needed to synthesize it. The reactants are: [H-].[Na+].[I-].[CH3:4][S+](C)(C)=O.[O:9]1[CH2:14][CH2:13][C:12](=[CH:15][C:16]([O:18][CH2:19][CH3:20])=[O:17])[CH2:11][CH2:10]1. (8) Given the product [C:27]([C:31]1[CH:32]=[CH:33][C:34]([N:19]([C:20]2[CH:25]=[CH:24][C:23]3[O:54][CH:53]([C:55]([O:57][CH3:58])=[O:56])[CH2:52][C:22]=3[CH:21]=2)[C:14]2[N:13]=[C:12]([NH2:11])[C:17]([F:18])=[CH:16][N:15]=2)=[CH:35][CH:36]=1)([CH3:28])([CH3:29])[CH3:30], predict the reactants needed to synthesize it. The reactants are: C1COC2C=CC([NH:11][C:12]3[C:17]([F:18])=[CH:16][N:15]=[C:14]([NH:19][C:20]4[CH:25]=[CH:24][CH:23]=[C:22](O)[CH:21]=4)[N:13]=3)=CC=2O1.[C:27]([C:31]1[CH:36]=[CH:35][C:34](NC2C(F)=CN=C(Cl)N=2)=[CH:33][CH:32]=1)([CH3:30])([CH3:29])[CH3:28].NC1C=CC2[O:54][CH:53]([C:55]([O:57][CH3:58])=[O:56])[CH2:52]C=2C=1. (9) Given the product [C:4]([O:6][CH:7]([CH3:9])[CH3:8])(=[O:5])/[CH:3]=[CH:2]/[C:1]([O:11][CH:12]([CH3:14])[CH3:13])=[O:10].[C:15]([O:25][CH2:26][CH3:27])(=[O:24])[CH:16]=[CH:17][C:18]1[CH:19]=[CH:20][CH:21]=[CH:22][CH:23]=1.[C:28]([O-:32])(=[O:31])[CH:29]=[CH2:30], predict the reactants needed to synthesize it. The reactants are: [C:1]([O:11][CH:12]([CH3:14])[CH3:13])(=[O:10])/[CH:2]=[CH:3]/[C:4]([O:6][CH:7]([CH3:9])[CH3:8])=[O:5].[C:15]([O:25][CH2:26][CH3:27])(=[O:24])[CH:16]=[CH:17][C:18]1[CH:23]=[CH:22][CH:21]=[CH:20][CH:19]=1.[C:28]([O:32]CC[O:32][C:28](=[O:31])[CH:29]=[CH2:30])(=[O:31])[CH:29]=[CH2:30].C(OOOC(C)(C)C)(=O)C(C)(C)C. (10) Given the product [S:4]1[CH:5]=[CH:6][C:2]([C:19]([OH:22])([CH2:20][CH3:21])[CH2:18][CH3:17])=[C:3]1[C:7]1[S:8][CH:9]=[CH:10][CH:11]=1, predict the reactants needed to synthesize it. The reactants are: Br[C:2]1[CH:6]=[CH:5][S:4][C:3]=1[C:7]1[S:8][CH:9]=[CH:10][CH:11]=1.C([Li])CCC.[CH3:17][CH2:18][C:19](=[O:22])[CH2:20][CH3:21].